Dataset: Catalyst prediction with 721,799 reactions and 888 catalyst types from USPTO. Task: Predict which catalyst facilitates the given reaction. (1) Reactant: [CH3:1][N:2]1[CH2:7][CH2:6][N:5]([C:8]2[CH:13]=[CH:12][CH:11]=[CH:10][C:9]=2[N+:14]([O-])=O)[CH2:4][CH2:3]1. Product: [CH3:1][N:2]1[CH2:3][CH2:4][N:5]([C:8]2[CH:13]=[CH:12][CH:11]=[CH:10][C:9]=2[NH2:14])[CH2:6][CH2:7]1. The catalyst class is: 50. (2) Reactant: O.[C:2]1([CH3:8])C=CC=CC=1.[CH3:9][C:10]1[CH:15]=[CH:14][C:13]([C:16]([CH3:18])=[O:17])=[CH:12][C:11]=1[N+:19]([O-])=O.C1(C)C=CC(S(O)(=O)=[O:29])=CC=1. Product: [CH3:9][C:10]1[CH:15]=[CH:14][C:13]([C:16]2([CH3:18])[O:29][CH2:2][CH2:8][O:17]2)=[CH:12][C:11]=1[NH2:19]. The catalyst class is: 196. (3) Reactant: [C:9](O[C:9]([O:11][C:12]([CH3:15])([CH3:14])[CH3:13])=[O:10])([O:11][C:12]([CH3:15])([CH3:14])[CH3:13])=[O:10].[Br:16][C:17]1[CH:18]=[C:19]([CH2:22][NH:23][CH3:24])[S:20][CH:21]=1.C(N(CC)CC)C. Product: [Br:16][C:17]1[CH:18]=[C:19]([CH2:22][N:23]([CH3:24])[C:9](=[O:10])[O:11][C:12]([CH3:13])([CH3:14])[CH3:15])[S:20][CH:21]=1. The catalyst class is: 4. (4) Reactant: [H-].[H-].[H-].[H-].[Li+].[Al+3].[CH3:7][O:8][C:9]1[CH:26]=[C:25]([O:27][CH3:28])[CH:24]=[CH:23][C:10]=1[CH2:11][N:12]1[C@@H:21]2[C@H:16]([CH2:17][CH2:18][CH2:19][CH2:20]2)[NH:15][C:14](=O)[CH2:13]1. The catalyst class is: 1. Product: [CH3:7][O:8][C:9]1[CH:26]=[C:25]([O:27][CH3:28])[CH:24]=[CH:23][C:10]=1[CH2:11][N:12]1[C@@H:21]2[C@H:16]([CH2:17][CH2:18][CH2:19][CH2:20]2)[NH:15][CH2:14][CH2:13]1. (5) Reactant: Cl[CH2:2][C:3]1[CH:21]=[CH:20][C:6]([O:7][CH2:8][C:9]2[N:10]=[C:11]([C:15]3[O:16][CH:17]=[CH:18][CH:19]=3)[O:12][C:13]=2[CH3:14])=[C:5]([O:22][CH3:23])[CH:4]=1.[C:24]1([N:30]2[CH:34]=[C:33]([CH2:35][CH2:36][C:37]3[N:38]=[CH:39][S:40][CH:41]=3)[C:32]([OH:42])=[N:31]2)[CH:29]=[CH:28][CH:27]=[CH:26][CH:25]=1.CN(C)C=O.[H-].[Na+]. Product: [O:16]1[CH:17]=[CH:18][CH:19]=[C:15]1[C:11]1[O:12][C:13]([CH3:14])=[C:9]([CH2:8][O:7][C:6]2[CH:20]=[CH:21][C:3]([CH2:2][O:42][C:32]3[C:33]([CH2:35][CH2:36][C:37]4[N:38]=[CH:39][S:40][CH:41]=4)=[CH:34][N:30]([C:24]4[CH:29]=[CH:28][CH:27]=[CH:26][CH:25]=4)[N:31]=3)=[CH:4][C:5]=2[O:22][CH3:23])[N:10]=1. The catalyst class is: 6. (6) Reactant: [C:1]([O:5][C:6]([N:8]1[CH2:15][CH2:14][CH2:13][C@H:9]1[C:10]([OH:12])=[O:11])=[O:7])([CH3:4])([CH3:3])[CH3:2].CCN(C(C)C)C(C)C.Br[CH2:26][C:27]([C:29]1[CH:34]=[CH:33][N:32]=[CH:31][CH:30]=1)=[O:28]. Product: [N:8]1([C:6]([O:5][C:1]([CH3:4])([CH3:2])[CH3:3])=[O:7])[CH2:15][CH2:14][CH2:13][C@H:9]1[C:10]([O:12][CH2:26][C:27](=[O:28])[C:29]1[CH:34]=[CH:33][N:32]=[CH:31][CH:30]=1)=[O:11]. The catalyst class is: 2. (7) Reactant: [Cl:1][C:2]1[CH:19]=[CH:18][C:5]([CH2:6][O:7][C:8]2[C:9]([O:16][CH3:17])=[CH:10][C:11]([CH2:14][OH:15])=[N:12][CH:13]=2)=[CH:4][CH:3]=1.CC(OI1(OC(C)=O)(OC(C)=O)OC(=O)C2C=CC=CC1=2)=O. The catalyst class is: 16. Product: [Cl:1][C:2]1[CH:19]=[CH:18][C:5]([CH2:6][O:7][C:8]2[C:9]([O:16][CH3:17])=[CH:10][C:11]([CH:14]=[O:15])=[N:12][CH:13]=2)=[CH:4][CH:3]=1.